From a dataset of Reaction yield outcomes from USPTO patents with 853,638 reactions. Predict the reaction yield, written as a fraction of the theoretical maximum amount of product (1.0 means a 100% yield; for example, 0.34 means a 34% yield). (1) The reactants are [I-].[NH2:2][N+:3]1[CH:8]=[CH:7][CH:6]=[CH:5][CH:4]=1.C([O-])([O-])=O.[K+].[K+].[C:15]1([C:21]#[C:22][C:23]([O:25][CH2:26][CH3:27])=[O:24])[CH:20]=[CH:19][CH:18]=[CH:17][CH:16]=1.O. The catalyst is CN(C=O)C. The product is [C:15]1([C:21]2[C:22]([C:23]([O:25][CH2:26][CH3:27])=[O:24])=[C:4]3[CH:5]=[CH:6][CH:7]=[CH:8][N:3]3[N:2]=2)[CH:20]=[CH:19][CH:18]=[CH:17][CH:16]=1. The yield is 0.657. (2) The reactants are [NH2:1][CH2:2][CH2:3][N:4]1[C:12]2[CH:11]=[CH:10][CH:9]=[CH:8][C:7]=2[C:6]2[CH2:13][CH2:14][N:15]([C:18]([O:20][C:21]([CH3:24])([CH3:23])[CH3:22])=[O:19])[CH2:16][CH2:17][C:5]1=2.[C:25](Cl)(=[O:32])[C:26]1[CH:31]=[CH:30][CH:29]=[CH:28][CH:27]=1.C(O)(=O)CC(CC(O)=O)(C(O)=O)O. The catalyst is C1COCC1. The product is [C:25]([NH:1][CH2:2][CH2:3][N:4]1[C:12]2[CH:11]=[CH:10][CH:9]=[CH:8][C:7]=2[C:6]2[CH2:13][CH2:14][N:15]([C:18]([O:20][C:21]([CH3:24])([CH3:23])[CH3:22])=[O:19])[CH2:16][CH2:17][C:5]1=2)(=[O:32])[C:26]1[CH:31]=[CH:30][CH:29]=[CH:28][CH:27]=1. The yield is 0.750. (3) The reactants are Cl[CH2:2][C:3]1[CH:4]=[C:5]2[C:9](=[CH:10][CH:11]=1)[CH2:8][CH2:7][CH2:6]2.[C-:12]#[N:13].[Na+]. The catalyst is CS(C)=O. The product is [CH2:8]1[C:9]2[C:5](=[CH:4][C:3]([CH2:2][C:12]#[N:13])=[CH:11][CH:10]=2)[CH2:6][CH2:7]1. The yield is 0.970. (4) The reactants are [CH3:1][C:2]1[C:16](=[O:17])[N:15]=[C:14]2[N:4]([C@@H:5]3[O:9][C@H:8]([CH2:10][OH:11])[C@@H:7]([OH:12])[C@@H:6]3[O:13]2)[CH:3]=1.[CH3:18][O:19][CH2:20][CH2:21][O:22]B([O:22][CH2:21][CH2:20][O:19][CH3:18])[O:22][CH2:21][CH2:20][O:19][CH3:18]. The catalyst is COCCO. The product is [CH3:18][O:19][CH2:20][CH2:21][O:22][C@@H:6]1[C@H:7]([OH:12])[C@@H:8]([CH2:10][OH:11])[O:9][C@H:5]1[N:4]1[CH:3]=[C:2]([CH3:1])[C:16](=[O:17])[NH:15][C:14]1=[O:13]. The yield is 0.630. (5) The reactants are [Cl:1]N1C(=O)CCC1=O.C(O)(=O)C.[CH2:13]([NH:15][C:16](=[O:18])[O-:17])[CH3:14].[CH3:19][O:20][C:21]1[CH:22]=[CH:23][C:24]2[CH:25]([CH3:33])[CH:26]3[CH2:30][NH:29][CH2:28][CH:27]3[C:31]=2[CH:32]=1. The catalyst is ClCCCl.C(Cl)Cl. The product is [CH2:13]([NH:15][C:16](=[O:17])[O-:18])[CH3:14].[Cl:1][C:32]1[C:31]2[CH:27]3[CH2:28][NH:29][CH2:30][CH:26]3[CH:25]([CH3:33])[C:24]=2[CH:23]=[CH:22][C:21]=1[O:20][CH3:19]. The yield is 0.0600. (6) The reactants are [Cl:1][C:2]1[CH:20]=[C:19]([OH:21])[CH:18]=[C:17]([Cl:22])[C:3]=1[CH2:4][C@@H:5]1[CH2:9][CH2:8][N:7]([N:10]2[CH2:15][CH2:14][CH2:13][CH2:12][CH2:11]2)[C:6]1=[O:16].N1C=CC=CC=1.[F:29][C:30]([F:43])([F:42])[S:31](O[S:31]([C:30]([F:43])([F:42])[F:29])(=[O:33])=[O:32])(=[O:33])=[O:32]. The catalyst is C(Cl)Cl. The product is [Cl:1][C:2]1[CH:20]=[C:19]([O:21][S:31]([C:30]([F:43])([F:42])[F:29])(=[O:33])=[O:32])[CH:18]=[C:17]([Cl:22])[C:3]=1[CH2:4][C@@H:5]1[CH2:9][CH2:8][N:7]([N:10]2[CH2:15][CH2:14][CH2:13][CH2:12][CH2:11]2)[C:6]1=[O:16]. The yield is 0.460. (7) The reactants are [Cl:1][C:2]1[N:7]=[C:6]([C:8]([OH:10])=O)[CH:5]=[CH:4][CH:3]=1.[F:11][C:12]1[CH:17]=[CH:16][CH:15]=[CH:14][C:13]=1[CH:18]1[CH2:23][CH2:22][NH:21][CH2:20][CH2:19]1.C(N(C(C)C)CC)(C)C.CN(C(ON1N=NC2C=CC=NC1=2)=[N+](C)C)C.F[P-](F)(F)(F)(F)F. The catalyst is CN(C=O)C.O.CCOC(C)=O. The product is [Cl:1][C:2]1[N:7]=[C:6]([C:8]([N:21]2[CH2:22][CH2:23][CH:18]([C:13]3[CH:14]=[CH:15][CH:16]=[CH:17][C:12]=3[F:11])[CH2:19][CH2:20]2)=[O:10])[CH:5]=[CH:4][CH:3]=1. The yield is 0.950. (8) The reactants are [NH4+].[Cl-].Cl.[CH:4]1([CH2:7][N:8]2[CH2:25][CH2:24][C@:15]34[C:16]5[C:17]6[O:23][C@H:14]3[C:13](=[O:26])[CH2:12][CH2:11][C@@:10]4([O:27][CH2:28][CH2:29][CH2:30][C:31]3[CH:36]=[CH:35][CH:34]=[CH:33][CH:32]=3)[C@H:9]2[CH2:22][C:21]=5[CH:20]=[CH:19][CH:18]=6)[CH2:6][CH2:5]1. The catalyst is CO.[Zn]. The product is [CH:4]1([CH2:7][N:8]2[CH2:25][CH2:24][C@@:15]34[C:16]5[C:17]([OH:23])=[CH:18][CH:19]=[CH:20][C:21]=5[CH2:22][C@@H:9]2[C@:10]3([O:27][CH2:28][CH2:29][CH2:30][C:31]2[CH:32]=[CH:33][CH:34]=[CH:35][CH:36]=2)[CH2:11][CH2:12][C:13](=[O:26])[CH2:14]4)[CH2:5][CH2:6]1. The yield is 0.990. (9) The reactants are C[Si]([N-][Si](C)(C)C)(C)C.[Na+].[CH2:11]([C@@H:15]1[C@@H:18]([CH2:19][CH2:20][CH2:21][CH2:22][CH3:23])[O:17][C:16]1=[O:24])[CH2:12][CH2:13][CH3:14].[CH2:25]([O:32][C:33](Cl)=[O:34])[C:26]1[CH:31]=[CH:30][CH:29]=[CH:28][CH:27]=1. The catalyst is C1COCC1. The product is [CH2:11]([C@@:15]1([C:33]([O:32][CH2:25][C:26]2[CH:31]=[CH:30][CH:29]=[CH:28][CH:27]=2)=[O:34])[C@H:18]([CH2:19][CH2:20][CH2:21][CH2:22][CH3:23])[O:17][C:16]1=[O:24])[CH2:12][CH2:13][CH3:14]. The yield is 0.740. (10) The reactants are [OH:1]/[N:2]=[C:3](\[NH2:15])/[C:4]1[CH:9]=[CH:8][C:7]([C:10]2[N:11]=[N:12][S:13][CH:14]=2)=[CH:6][CH:5]=1.[Cl:16][C:17]1[CH:22]=[CH:21][CH:20]=[CH:19][C:18]=1[C:23]1[C:27]([C:28](Cl)=[O:29])=[C:26]([CH3:31])[O:25][N:24]=1.C(N(CC)CC)C. The catalyst is C1COCC1.CCOC(C)=O. The product is [Cl:16][C:17]1[CH:22]=[CH:21][CH:20]=[CH:19][C:18]=1[C:23]1[C:27]([C:28]([O:1]/[N:2]=[C:3](\[NH2:15])/[C:4]2[CH:5]=[CH:6][C:7]([C:10]3[N:11]=[N:12][S:13][CH:14]=3)=[CH:8][CH:9]=2)=[O:29])=[C:26]([CH3:31])[O:25][N:24]=1. The yield is 0.830.